Dataset: Catalyst prediction with 721,799 reactions and 888 catalyst types from USPTO. Task: Predict which catalyst facilitates the given reaction. (1) Reactant: Br[C:2]1[CH:3]=[C:4]2[C:9](=[CH:10][CH:11]=1)[N:8]=[CH:7][C:6]([C:12]([O:14][CH3:15])=[O:13])=[CH:5]2.[Cl:16][C:17]1[CH:22]=[CH:21][C:20](B(O)O)=[CH:19][CH:18]=1.C(=O)([O-])[O-].[Na+].[Na+].O1CCOCC1. Product: [Cl:16][C:17]1[CH:22]=[CH:21][C:20]([C:2]2[CH:3]=[C:4]3[C:9](=[CH:10][CH:11]=2)[N:8]=[CH:7][C:6]([C:12]([O:14][CH3:15])=[O:13])=[CH:5]3)=[CH:19][CH:18]=1. The catalyst class is: 103. (2) Reactant: [H-].[Na+].[O:3]1[CH2:8][CH2:7][CH:6]([OH:9])[CH2:5][CH2:4]1.[Cl:10][C:11]1[N:20]=[C:19](Cl)[C:18]2[C:13](=[CH:14][CH:15]=[C:16]([Cl:22])[CH:17]=2)[N:12]=1. Product: [Cl:10][C:11]1[N:20]=[C:19]([O:9][CH:6]2[CH2:7][CH2:8][O:3][CH2:4][CH2:5]2)[C:18]2[C:13](=[CH:14][CH:15]=[C:16]([Cl:22])[CH:17]=2)[N:12]=1. The catalyst class is: 3.